This data is from NCI-60 drug combinations with 297,098 pairs across 59 cell lines. The task is: Regression. Given two drug SMILES strings and cell line genomic features, predict the synergy score measuring deviation from expected non-interaction effect. (1) Drug 1: CCCCC(=O)OCC(=O)C1(CC(C2=C(C1)C(=C3C(=C2O)C(=O)C4=C(C3=O)C=CC=C4OC)O)OC5CC(C(C(O5)C)O)NC(=O)C(F)(F)F)O. Drug 2: CN(CCCl)CCCl.Cl. Cell line: CCRF-CEM. Synergy scores: CSS=96.8, Synergy_ZIP=-1.73, Synergy_Bliss=-1.62, Synergy_Loewe=-2.13, Synergy_HSA=0.531. (2) Drug 1: C1=NC2=C(N1)C(=S)N=C(N2)N. Drug 2: CC1=C(C(=O)C2=C(C1=O)N3CC4C(C3(C2COC(=O)N)OC)N4)N. Cell line: UO-31. Synergy scores: CSS=28.8, Synergy_ZIP=-2.87, Synergy_Bliss=-2.76, Synergy_Loewe=-2.12, Synergy_HSA=0.00670. (3) Drug 1: CCC1=CC2CC(C3=C(CN(C2)C1)C4=CC=CC=C4N3)(C5=C(C=C6C(=C5)C78CCN9C7C(C=CC9)(C(C(C8N6C)(C(=O)OC)O)OC(=O)C)CC)OC)C(=O)OC.C(C(C(=O)O)O)(C(=O)O)O. Drug 2: C(CCl)NC(=O)N(CCCl)N=O. Cell line: HT29. Synergy scores: CSS=65.8, Synergy_ZIP=2.99, Synergy_Bliss=8.02, Synergy_Loewe=-39.9, Synergy_HSA=6.63.